From a dataset of Catalyst prediction with 721,799 reactions and 888 catalyst types from USPTO. Predict which catalyst facilitates the given reaction. (1) Reactant: [CH:1]1[CH:6]=[CH:5][C:4]([CH2:7][O:8][CH2:9][CH:10]([OH:13])[CH2:11][OH:12])=[CH:3][CH:2]=1.[CH3:14][CH2:15][C:16](=O)[CH2:17][CH3:18].O.C1(C)C=CC(S(O)(=O)=O)=CC=1.C(=O)([O-])O.[Na+]. Product: [CH2:7]([O:8][CH2:9][CH:10]1[CH2:11][O:12][C:16]([CH2:17][CH3:18])([CH2:15][CH3:14])[O:13]1)[C:4]1[CH:3]=[CH:2][CH:1]=[CH:6][CH:5]=1. The catalyst class is: 7. (2) Reactant: C1CCC(N=C=NC2CCCCC2)CC1.O(C1C=C(C=CC=1)C(O)=O)C1C=CC=CC=1.C1C=CC2N(O)N=NC=2C=1.CN(CCC[NH:48][C:49](=[O:59])[C:50]1[CH:55]=[CH:54][C:53]([NH2:56])=[CH:52][C:51]=1[O:57][CH3:58])C.C(O)C(N)(CO)CO. Product: [NH2:56][C:53]1[CH:54]=[CH:55][C:50]([C:49]([NH2:48])=[O:59])=[C:51]([O:57][CH3:58])[CH:52]=1. The catalyst class is: 4. (3) Reactant: [CH3:1][O:2][C:3]1[CH:4]=[C:5]([NH:9][C:10]2[NH:14][C:13]3[CH:15]=[CH:16][C:17]([C:19](OC)=[O:20])=[CH:18][C:12]=3[N:11]=2)[CH:6]=[CH:7][CH:8]=1.[H-].[Al+3].[Li+].[H-].[H-].[H-].CN1CCC(=C2C3C(=CC=CC=3)C=CC3C2=CC=CC=3)CC1.[Cl-].[NH4+]. Product: [CH3:1][O:2][C:3]1[CH:4]=[C:5]([NH:9][C:10]2[NH:14][C:13]3[CH:15]=[CH:16][C:17]([CH2:19][OH:20])=[CH:18][C:12]=3[N:11]=2)[CH:6]=[CH:7][CH:8]=1. The catalyst class is: 1. (4) Reactant: [C:1]([C:5]1[N:10]=[C:9]([N:11]2[CH2:16][CH2:15][N:14]([CH2:17]/[CH:18]=[C:19](\[CH3:30])/[CH2:20][N:21]3[CH:26]=[C:25]([CH3:27])[C:24](=[O:28])[NH:23][C:22]3=[O:29])[CH2:13][CH2:12]2)[CH:8]=[C:7]([C:31]([F:34])([F:33])[F:32])[N:6]=1)([CH3:4])([CH3:3])[CH3:2].[H][H]. Product: [C:1]([C:5]1[N:10]=[C:9]([N:11]2[CH2:12][CH2:13][N:14]([CH2:17][CH2:18][CH:19]([CH3:30])[CH2:20][N:21]3[CH:26]=[C:25]([CH3:27])[C:24](=[O:28])[NH:23][C:22]3=[O:29])[CH2:15][CH2:16]2)[CH:8]=[C:7]([C:31]([F:33])([F:34])[F:32])[N:6]=1)([CH3:2])([CH3:3])[CH3:4]. The catalyst class is: 19. (5) Reactant: [O:1]1[C:5]([C:6]2[CH:7]=[C:8]([CH:10]=[C:11]([C:13]3[O:17][CH:16]=[N:15][CH:14]=3)[CH:12]=2)[NH2:9])=[CH:4][N:3]=[CH:2]1.Cl[C:19]([O:21][C:22]1[CH:27]=[CH:26][CH:25]=[CH:24][CH:23]=1)=[O:20].N1C=CC=CC=1. Product: [C:22]1([O:21][C:19](=[O:20])[NH:9][C:8]2[CH:7]=[C:6]([C:5]3[O:1][CH:2]=[N:3][CH:4]=3)[CH:12]=[C:11]([C:13]3[O:17][CH:16]=[N:15][CH:14]=3)[CH:10]=2)[CH:27]=[CH:26][CH:25]=[CH:24][CH:23]=1. The catalyst class is: 4.